From a dataset of Forward reaction prediction with 1.9M reactions from USPTO patents (1976-2016). Predict the product of the given reaction. (1) Given the reactants [CH:1]1([C:4]2[N:9]=[C:8]([C:10]([NH:12][C:13]3[CH:17]=[N:16][N:15]([CH3:18])[C:14]=3[C:19]([OH:21])=O)=[O:11])[C:7]([NH:22][C:23]3[CH:24]=[N:25][CH:26]=[N:27][CH:28]=3)=[N:6][CH:5]=2)[CH2:3][CH2:2]1.[O:29]1[CH2:33][CH2:32][CH2:31][C@H:30]1[CH2:34][NH2:35], predict the reaction product. The product is: [CH3:18][N:15]1[C:14]([C:19](=[O:21])[NH:35][CH2:34][C@@H:30]2[CH2:31][CH2:32][CH2:33][O:29]2)=[C:13]([NH:12][C:10]([C:8]2[C:7]([NH:22][C:23]3[CH:24]=[N:25][CH:26]=[N:27][CH:28]=3)=[N:6][CH:5]=[C:4]([CH:1]3[CH2:3][CH2:2]3)[N:9]=2)=[O:11])[CH:17]=[N:16]1. (2) Given the reactants [N:1]([CH2:4][C:5]1[C:14](=[O:15])[C:13]2[C:8](=[CH:9][C:10]([F:16])=[CH:11][CH:12]=2)[N:7]([C:17]2[CH:22]=[CH:21][CH:20]=[CH:19][C:18]=2[F:23])[CH:6]=1)=[N+]=[N-].Cl.[Cl:25]C(Cl)C.C(OCC)(=O)C, predict the reaction product. The product is: [ClH:25].[NH2:1][CH2:4][C:5]1[C:14](=[O:15])[C:13]2[C:8](=[CH:9][C:10]([F:16])=[CH:11][CH:12]=2)[N:7]([C:17]2[CH:22]=[CH:21][CH:20]=[CH:19][C:18]=2[F:23])[CH:6]=1. (3) Given the reactants Cl[C:2]1[N:7]=[C:6]([NH:8][CH2:9][CH2:10][N:11]([CH3:13])[CH3:12])[N:5]=[C:4]2[N:14]([C:19]3[C:24]([F:25])=[CH:23][CH:22]=[CH:21][C:20]=3[F:26])[C:15](=[O:18])[NH:16][CH2:17][C:3]=12.O.C(=O)([O-])[O-].[K+].[K+].CC1(C)C(C)(C)OB([C:42]2[CH:43]=[C:44]([CH:48]=[CH:49][CH:50]=2)[C:45]([OH:47])=[O:46])O1, predict the reaction product. The product is: [F:26][C:20]1[CH:21]=[CH:22][CH:23]=[C:24]([F:25])[C:19]=1[N:14]1[C:4]2[N:5]=[C:6]([NH:8][CH2:9][CH2:10][N:11]([CH3:13])[CH3:12])[N:7]=[C:2]([C:42]3[CH:43]=[C:44]([CH:48]=[CH:49][CH:50]=3)[C:45]([OH:47])=[O:46])[C:3]=2[CH2:17][NH:16][C:15]1=[O:18]. (4) The product is: [CH3:8][C:3]1[C:2]([N:14]2[CH2:13][C@@H:12]3[CH2:15][C@H:9]2[CH2:10][N:11]3[C:16]([O:18][C:19]([CH3:22])([CH3:21])[CH3:20])=[O:17])=[CH:7][CH:6]=[CH:5][N:4]=1. Given the reactants Br[C:2]1[C:3]([CH3:8])=[N:4][CH:5]=[CH:6][CH:7]=1.[C@@H:9]12[CH2:15][C@@H:12]([CH2:13][NH:14]1)[N:11]([C:16]([O:18][C:19]([CH3:22])([CH3:21])[CH3:20])=[O:17])[CH2:10]2.CC(C)([O-])C.[Na+].C1C=CC(P(C2C(C3C(P(C4C=CC=CC=4)C4C=CC=CC=4)=CC=C4C=3C=CC=C4)=C3C(C=CC=C3)=CC=2)C2C=CC=CC=2)=CC=1, predict the reaction product. (5) Given the reactants [CH2:1]([O:3][C:4](=[O:37])[CH2:5][CH2:6][NH:7][CH2:8][C:9](=[O:36])[N:10]1[C:18]2[C:13](=[CH:14][C:15]([O:19][CH2:20][C:21]3[S:22][C:23]([C:32]([F:35])([F:34])[F:33])=[C:24]([C:26]4[CH:31]=[CH:30][CH:29]=[CH:28][CH:27]=4)[CH:25]=3)=[CH:16][CH:17]=2)[CH2:12][CH2:11]1)[CH3:2].C=O.[C:40](O[BH-](OC(=O)C)OC(=O)C)(=O)C.[Na+].C(=O)([O-])O.[Na+], predict the reaction product. The product is: [CH2:1]([O:3][C:4](=[O:37])[CH2:5][CH2:6][N:7]([CH3:40])[CH2:8][C:9](=[O:36])[N:10]1[C:18]2[C:13](=[CH:14][C:15]([O:19][CH2:20][C:21]3[S:22][C:23]([C:32]([F:35])([F:33])[F:34])=[C:24]([C:26]4[CH:27]=[CH:28][CH:29]=[CH:30][CH:31]=4)[CH:25]=3)=[CH:16][CH:17]=2)[CH2:12][CH2:11]1)[CH3:2]. (6) Given the reactants CC[O:3][C:4]([CH:6]1[C:8]([CH3:10])([CH3:9])[CH:7]1[CH:11]=C(C)C)=[O:5].[Mn]([O-])(=O)(=O)=[O:16].[K+].[OH2:21].S([O-])([O-])=O.[Na+].[Na+], predict the reaction product. The product is: [CH3:9][C:8]1([CH3:10])[CH:7]([C:11]([OH:16])=[O:21])[CH:6]1[C:4]([OH:3])=[O:5]. (7) Given the reactants [F:1][C:2]1[CH:7]=[CH:6][C:5]([NH:8][C:9]2[CH:10]=[N:11][N:12]([CH3:17])[C:13]=2[C:14]([OH:16])=O)=[CH:4][CH:3]=1, predict the reaction product. The product is: [F:1][C:2]1[CH:3]=[CH:4][C:5]2[NH:8][C:9]3[CH:10]=[N:11][N:12]([CH3:17])[C:13]=3[C:14](=[O:16])[C:6]=2[CH:7]=1. (8) Given the reactants [OH:1][C:2]1[CH:9]=[C:8]([O:10][CH3:11])[CH:7]=[CH:6][C:3]=1[CH:4]=[O:5].[Br-:12].[Br-].[Br-].C([N+](CCCC)(CCCC)CCCC)CCC.C([N+](CCCC)(CCCC)CCCC)CCC.C([N+](CCCC)(CCCC)CCCC)CCC, predict the reaction product. The product is: [Br:12][C:7]1[CH:6]=[C:3]([C:2]([OH:1])=[CH:9][C:8]=1[O:10][CH3:11])[CH:4]=[O:5]. (9) Given the reactants [C:1]1(/[CH:7]=[CH:8]/[C:9]2[NH:10][CH:11]=[C:12]([O:16][CH:17]3[CH2:22][CH2:21][CH2:20][CH2:19][O:18]3)[C:13](=[O:15])[N:14]=2)[CH:6]=[CH:5][CH:4]=[CH:3][CH:2]=1.N1C=CC=CC=1.[F:29][C:30]([F:43])([F:42])[S:31](O[S:31]([C:30]([F:43])([F:42])[F:29])(=[O:33])=[O:32])(=[O:33])=[O:32].O, predict the reaction product. The product is: [F:29][C:30]([F:43])([F:42])[S:31]([O:15][C:13]1[C:12]([O:16][CH:17]2[CH2:22][CH2:21][CH2:20][CH2:19][O:18]2)=[CH:11][N:10]=[C:9](/[CH:8]=[CH:7]/[C:1]2[CH:6]=[CH:5][CH:4]=[CH:3][CH:2]=2)[N:14]=1)(=[O:33])=[O:32]. (10) Given the reactants [OH:1][C:2]1[CH:7]=[CH:6][C:5]([CH2:8][C:9]([OH:11])=[O:10])=[CH:4][CH:3]=1.O.[C:13]1(C)C=CC(S(O)(=O)=O)=C[CH:14]=1, predict the reaction product. The product is: [OH:1][C:2]1[CH:3]=[CH:4][C:5]([CH2:8][C:9]([O:11][CH2:13][CH3:14])=[O:10])=[CH:6][CH:7]=1.